This data is from Forward reaction prediction with 1.9M reactions from USPTO patents (1976-2016). The task is: Predict the product of the given reaction. (1) The product is: [F:33][C:34]1[CH:39]=[CH:38][C:37]([O:40][C:2]2[CH:3]=[CH:4][C:5]([C:8]([N:10]([CH3:32])[C:11]3[CH:16]=[CH:15][C:14]([CH2:17][N:18]4[CH2:23][CH2:22][N:21]([C:24]([O:26][C:27]([CH3:30])([CH3:29])[CH3:28])=[O:25])[C@@H:20]([CH3:31])[CH2:19]4)=[CH:13][CH:12]=3)=[O:9])=[N:6][CH:7]=2)=[CH:36][CH:35]=1. Given the reactants Br[C:2]1[CH:3]=[CH:4][C:5]([C:8]([N:10]([CH3:32])[C:11]2[CH:16]=[CH:15][C:14]([CH2:17][N:18]3[CH2:23][CH2:22][N:21]([C:24]([O:26][C:27]([CH3:30])([CH3:29])[CH3:28])=[O:25])[C@@H:20]([CH3:31])[CH2:19]3)=[CH:13][CH:12]=2)=[O:9])=[N:6][CH:7]=1.[F:33][C:34]1[CH:39]=[CH:38][C:37]([OH:40])=[CH:36][CH:35]=1.C(=O)([O-])[O-].[Cs+].[Cs+].CC(C)(C(=O)CC(=O)C(C)(C)C)C, predict the reaction product. (2) The product is: [NH2:7][C:6]1[NH:8][C:24](=[O:26])[C:14]2[NH:15][CH:16]=[C:17]([CH2:18][C:19]3[CH:23]=[CH:22][S:21][CH:20]=3)[C:13]=2[N:5]=1. Given the reactants C([N:5]([C:13]1[C:17]([CH2:18][C:19]2[CH:23]=[CH:22][S:21][CH:20]=2)=[CH:16][NH:15][C:14]=1[C:24]([O:26]C)=O)[C:6]([NH:8]C(OC)=O)=[NH:7])(OC)=O.C[O-].[Na+], predict the reaction product. (3) Given the reactants [Br:1][C:2]1[C:7]([Cl:8])=[CH:6][C:5]([OH:9])=[C:4]([O:10][C:11]2[CH:16]=[CH:15][C:14]([Cl:17])=[CH:13][C:12]=2[Cl:18])[CH:3]=1.[CH2:19](Br)[C:20]1[CH:25]=[CH:24][CH:23]=[CH:22][CH:21]=1.C(=O)([O-])[O-].[Cs+].[Cs+], predict the reaction product. The product is: [Br:1][C:2]1[C:7]([Cl:8])=[CH:6][C:5]([O:9][CH2:19][C:20]2[CH:25]=[CH:24][CH:23]=[CH:22][CH:21]=2)=[C:4]([O:10][C:11]2[CH:16]=[CH:15][C:14]([Cl:17])=[CH:13][C:12]=2[Cl:18])[CH:3]=1. (4) Given the reactants [Cl:1][C:2]1[CH:7]=[CH:6][C:5]([Cl:8])=[CH:4][C:3]=1[C:9]1[NH:10][CH:11]=[C:12]([CH3:14])[N:13]=1.Cl[C:16]1[N:21]=[C:20]([N:22]2[CH:26]=[C:25]([CH3:27])[N:24]=[C:23]2[C:28]2[CH:33]=[C:32]([Cl:34])[CH:31]=[CH:30][C:29]=2[Cl:35])[C:19]([N+:36]([O-:38])=[O:37])=[CH:18][CH:17]=1, predict the reaction product. The product is: [Cl:35][C:29]1[CH:30]=[CH:31][C:32]([Cl:34])=[CH:33][C:28]=1[C:23]1[N:22]([C:20]2[C:19]([N+:36]([O-:38])=[O:37])=[CH:18][CH:17]=[C:16]([N:10]3[CH:11]=[C:12]([CH3:14])[N:13]=[C:9]3[C:3]3[CH:4]=[C:5]([Cl:8])[CH:6]=[CH:7][C:2]=3[Cl:1])[N:21]=2)[CH:26]=[C:25]([CH3:27])[N:24]=1. (5) The product is: [N:16]1([CH2:2][CH2:3][O:4][C:5]2[CH:6]=[C:7]([CH:13]=[CH:14][CH:15]=2)[C:8]([O:10][CH2:11][CH3:12])=[O:9])[CH2:21][CH2:20][O:19][CH2:18][CH2:17]1. Given the reactants Br[CH2:2][CH2:3][O:4][C:5]1[CH:6]=[C:7]([CH:13]=[CH:14][CH:15]=1)[C:8]([O:10][CH2:11][CH3:12])=[O:9].[NH:16]1[CH2:21][CH2:20][O:19][CH2:18][CH2:17]1.C([O-])([O-])=O.[K+].[K+], predict the reaction product. (6) Given the reactants Cl.[NH2:2][C@@H:3]([CH2:8][CH2:9][CH2:10][NH:11][C:12]([O:14][C:15]([CH3:18])([CH3:17])[CH3:16])=[O:13])[C:4]([O:6][CH3:7])=[O:5].[C:19]1([CH:25]([C:34]2[CH:39]=[CH:38][CH:37]=[CH:36][CH:35]=2)[C:26]2[O:30][C:29]([C:31](O)=[O:32])=[CH:28][CH:27]=2)[CH:24]=[CH:23][CH:22]=[CH:21][CH:20]=1.C(N(C(C)C)CC)(C)C.CN(C(ON1N=NC2C=CC=CC1=2)=[N+](C)C)C.F[P-](F)(F)(F)(F)F, predict the reaction product. The product is: [C:15]([O:14][C:12]([NH:11][CH2:10][CH2:9][CH2:8][C@H:3]([NH:2][C:31]([C:29]1[O:30][C:26]([CH:25]([C:19]2[CH:24]=[CH:23][CH:22]=[CH:21][CH:20]=2)[C:34]2[CH:39]=[CH:38][CH:37]=[CH:36][CH:35]=2)=[CH:27][CH:28]=1)=[O:32])[C:4]([O:6][CH3:7])=[O:5])=[O:13])([CH3:18])([CH3:17])[CH3:16]. (7) The product is: [CH3:12][O:11][C:8]1[CH:9]=[CH:10][C:5]([C:4]([CH2:2][C:1]#[N:3])=[O:13])=[CH:6][CH:7]=1. Given the reactants [C:1](#[N:3])[CH3:2].[C:4](OC)(=[O:13])[C:5]1[CH:10]=[CH:9][C:8]([O:11][CH3:12])=[CH:7][CH:6]=1.O.Cl, predict the reaction product.